From a dataset of Forward reaction prediction with 1.9M reactions from USPTO patents (1976-2016). Predict the product of the given reaction. Given the reactants Br[C:2]1[CH:7]=[C:6]([C:8]([F:11])([F:10])[F:9])[CH:5]=[CH:4][C:3]=1[NH:12][CH2:13][C:14]1[CH2:15][N:16]([C:19]([O:21][C:22]([CH3:25])([CH3:24])[CH3:23])=[O:20])[CH2:17][CH:18]=1.C([SnH](CCCC)CCCC)CCC.N(C(C)(C)C#N)=NC(C)(C)C#N, predict the reaction product. The product is: [F:9][C:8]([F:11])([F:10])[C:6]1[CH:7]=[C:2]2[C:14]3([CH2:18][CH2:17][N:16]([C:19]([O:21][C:22]([CH3:25])([CH3:24])[CH3:23])=[O:20])[CH2:15]3)[CH2:13][NH:12][C:3]2=[CH:4][CH:5]=1.